From a dataset of Reaction yield outcomes from USPTO patents with 853,638 reactions. Predict the reaction yield, written as a fraction of the theoretical maximum amount of product (1.0 means a 100% yield; for example, 0.34 means a 34% yield). (1) The product is [CH2:1]([C:3]1[N:4]=[C:5]([CH3:25])[N:6]([C:33]2[CH:34]=[CH:35][C:29]3[O:28][CH:27]([CH3:26])[CH2:31][C:30]=3[CH:32]=2)[C:7](=[O:24])[C:8]=1[CH2:9][C:10]1[CH:15]=[CH:14][C:13]([C:16]2[C:17]([C:22]#[N:23])=[CH:18][CH:19]=[CH:20][CH:21]=2)=[CH:12][CH:11]=1)[CH3:2]. The catalyst is C([O-])(=O)C.[Cu+2].C([O-])(=O)C.C(OCC)(=O)C.C(Cl)Cl. The reactants are [CH2:1]([C:3]1[N:4]=[C:5]([CH3:25])[NH:6][C:7](=[O:24])[C:8]=1[CH2:9][C:10]1[CH:15]=[CH:14][C:13]([C:16]2[C:17]([C:22]#[N:23])=[CH:18][CH:19]=[CH:20][CH:21]=2)=[CH:12][CH:11]=1)[CH3:2].[CH3:26][CH:27]1[CH2:31][C:30]2[CH:32]=[C:33](B(O)O)[CH:34]=[CH:35][C:29]=2[O:28]1.C(N(CC)CC)C.N1C=CC=CC=1. The yield is 0.780. (2) The reactants are [CH3:1][O:2][C:3]1[CH:4]=[C:5]([CH:26]=[CH:27][C:28]=1[N:29]1[CH:33]=[N:32][C:31]([CH3:34])=[N:30]1)[C:6]([NH:8][N:9]1[CH2:14][CH2:13][CH2:12][CH:11]([C:15]2[CH:20]=[CH:19][CH:18]=[CH:17][C:16]=2[C:21]([F:24])([F:23])[F:22])[C:10]1=O)=O.P(Cl)(Cl)(Cl)=O.C([O-])(=O)C.[NH4+:44]. The catalyst is C(O)(=O)C.C(OCC)(=O)C. The product is [CH3:1][O:2][C:3]1[CH:4]=[C:5]([C:6]2[N:44]=[C:10]3[CH:11]([C:15]4[CH:20]=[CH:19][CH:18]=[CH:17][C:16]=4[C:21]([F:24])([F:22])[F:23])[CH2:12][CH2:13][CH2:14][N:9]3[N:8]=2)[CH:26]=[CH:27][C:28]=1[N:29]1[CH:33]=[N:32][C:31]([CH3:34])=[N:30]1. The yield is 0.0500.